Dataset: Reaction yield outcomes from USPTO patents with 853,638 reactions. Task: Predict the reaction yield, written as a fraction of the theoretical maximum amount of product (1.0 means a 100% yield; for example, 0.34 means a 34% yield). The reactants are [Br:1][C:2]1[CH:7]=[CH:6][C:5]([C:8]2([C:14](OC)=[O:15])[CH2:12][CH2:11][N:10]([CH3:13])[CH2:9]2)=[C:4]([N+:18]([O-])=O)[CH:3]=1. The catalyst is C(O)(=O)C.[Fe]. The product is [Br:1][C:2]1[CH:3]=[C:4]2[NH:18][C:14](=[O:15])[C:8]3([CH2:12][CH2:11][N:10]([CH3:13])[CH2:9]3)[C:5]2=[CH:6][CH:7]=1. The yield is 1.00.